This data is from Forward reaction prediction with 1.9M reactions from USPTO patents (1976-2016). The task is: Predict the product of the given reaction. (1) The product is: [O:1]=[C:2]1[C:11]2[C:6](=[CH:7][CH:8]=[CH:9][CH:10]=2)[C:5](=[CH:12][NH:13][CH2:14][C:15]2[CH:20]=[CH:19][C:18]([S:21]([NH:24][CH2:26][CH3:27])(=[O:22])=[O:23])=[CH:17][CH:16]=2)[C:4](=[O:25])[NH:3]1. Given the reactants [O:1]=[C:2]1[C:11]2[C:6](=[CH:7][CH:8]=[CH:9][CH:10]=2)[C:5](=[CH:12][NH:13][CH2:14][C:15]2[CH:20]=[CH:19][C:18]([S:21]([NH2:24])(=[O:23])=[O:22])=[CH:17][CH:16]=2)[C:4](=[O:25])[NH:3]1.[CH:26](=O)[CH3:27].[BH4-].[Na+], predict the reaction product. (2) Given the reactants [NH2:1][C:2]1[N:7]=[CH:6][C:5]([CH2:8][C:9]([OH:11])=O)=[CH:4][CH:3]=1.[CH:12]1([CH2:20][NH:21][C:22]([N:24]2[CH2:32][C:31]3[CH:30]=[CH:29][N:28]=[CH:27][C:26]=3[CH2:25]2)=[O:23])[C:14]2([CH2:19][CH2:18][NH:17][CH2:16][CH2:15]2)[CH2:13]1.CCN(C(C)C)C(C)C.CCN=C=NCCCN(C)C.C1C=CC2N(O)N=NC=2C=1, predict the reaction product. The product is: [NH2:1][C:2]1[N:7]=[CH:6][C:5]([CH2:8][C:9]([N:17]2[CH2:18][CH2:19][C:14]3([CH:12]([CH2:20][NH:21][C:22]([N:24]4[CH2:32][C:31]5[CH:30]=[CH:29][N:28]=[CH:27][C:26]=5[CH2:25]4)=[O:23])[CH2:13]3)[CH2:15][CH2:16]2)=[O:11])=[CH:4][CH:3]=1.